Dataset: Reaction yield outcomes from USPTO patents with 853,638 reactions. Task: Predict the reaction yield, written as a fraction of the theoretical maximum amount of product (1.0 means a 100% yield; for example, 0.34 means a 34% yield). (1) The reactants are Br[C:2]1[CH:7]=[CH:6][C:5]([C:8]2[CH:13]=[CH:12][CH:11]=[CH:10][CH:9]=2)=[C:4]([F:14])[CH:3]=1.C([Li])CCC.CN([CH:23]=[O:24])C. The catalyst is O1CCCC1. The product is [F:14][C:4]1[CH:3]=[C:2]([CH:23]=[O:24])[CH:7]=[CH:6][C:5]=1[C:8]1[CH:13]=[CH:12][CH:11]=[CH:10][CH:9]=1. The yield is 0.625. (2) The reactants are [N:1]1([CH2:6][C:7]([C:9]2[S:10][CH:11]=[CH:12][N:13]=2)=[O:8])[CH:5]=[CH:4][N:3]=[CH:2]1.[BH4-].[Na+]. The catalyst is CO. The product is [N:1]1([CH2:6][CH:7]([C:9]2[S:10][CH:11]=[CH:12][N:13]=2)[OH:8])[CH:5]=[CH:4][N:3]=[CH:2]1. The yield is 0.600. (3) The catalyst is [Pd].C(O)C. The reactants are [N+:1]([C:4]1[CH:12]=[CH:11][CH:10]=[C:6]([C:7]([OH:9])=[O:8])[C:5]=1[C:13]([OH:15])=[O:14])([O-])=O.[H][H]. The yield is 0.840. The product is [NH2:1][C:4]1[CH:12]=[CH:11][CH:10]=[C:6]([C:7]([OH:9])=[O:8])[C:5]=1[C:13]([OH:15])=[O:14]. (4) The reactants are [Br:1][C:2]1[CH:14]=[CH:13][C:5]([CH2:6][N:7]2[CH2:12][CH2:11][S:10][CH2:9][CH2:8]2)=[CH:4][CH:3]=1.ClC1C=CC=C(C(OO)=[O:23])C=1. The catalyst is C(Cl)Cl. The product is [Br:1][C:2]1[CH:14]=[CH:13][C:5]([CH2:6][N:7]2[CH2:8][CH2:9][S:10](=[O:23])[CH2:11][CH2:12]2)=[CH:4][CH:3]=1. The yield is 0.590.